This data is from NCI-60 drug combinations with 297,098 pairs across 59 cell lines. The task is: Regression. Given two drug SMILES strings and cell line genomic features, predict the synergy score measuring deviation from expected non-interaction effect. (1) Drug 1: C1=CC(=CC=C1CCCC(=O)O)N(CCCl)CCCl. Drug 2: CNC(=O)C1=NC=CC(=C1)OC2=CC=C(C=C2)NC(=O)NC3=CC(=C(C=C3)Cl)C(F)(F)F. Cell line: SK-MEL-5. Synergy scores: CSS=58.3, Synergy_ZIP=-5.81, Synergy_Bliss=-3.96, Synergy_Loewe=-5.56, Synergy_HSA=-2.23. (2) Drug 1: CN1C2=C(C=C(C=C2)N(CCCl)CCCl)N=C1CCCC(=O)O.Cl. Drug 2: C1CC(=O)NC(=O)C1N2C(=O)C3=CC=CC=C3C2=O. Cell line: PC-3. Synergy scores: CSS=-0.767, Synergy_ZIP=-0.0909, Synergy_Bliss=-0.607, Synergy_Loewe=0.136, Synergy_HSA=-1.15. (3) Drug 1: CC12CCC3C(C1CCC2=O)CC(=C)C4=CC(=O)C=CC34C. Drug 2: C1=CC(=CC=C1CCC2=CNC3=C2C(=O)NC(=N3)N)C(=O)NC(CCC(=O)O)C(=O)O. Cell line: OVCAR-5. Synergy scores: CSS=24.6, Synergy_ZIP=-1.84, Synergy_Bliss=1.53, Synergy_Loewe=0.613, Synergy_HSA=4.30. (4) Synergy scores: CSS=53.5, Synergy_ZIP=2.47, Synergy_Bliss=3.85, Synergy_Loewe=-7.42, Synergy_HSA=6.19. Drug 2: CC1=C(C(=O)C2=C(C1=O)N3CC4C(C3(C2COC(=O)N)OC)N4)N. Drug 1: CCC1=CC2CC(C3=C(CN(C2)C1)C4=CC=CC=C4N3)(C5=C(C=C6C(=C5)C78CCN9C7C(C=CC9)(C(C(C8N6C)(C(=O)OC)O)OC(=O)C)CC)OC)C(=O)OC.C(C(C(=O)O)O)(C(=O)O)O. Cell line: RPMI-8226. (5) Drug 1: CC1=C(C=C(C=C1)NC2=NC=CC(=N2)N(C)C3=CC4=NN(C(=C4C=C3)C)C)S(=O)(=O)N.Cl. Drug 2: CC1=C(C(CCC1)(C)C)C=CC(=CC=CC(=CC(=O)O)C)C. Cell line: HCT-15. Synergy scores: CSS=0.419, Synergy_ZIP=0.844, Synergy_Bliss=0.432, Synergy_Loewe=-2.75, Synergy_HSA=-2.30. (6) Drug 1: CC1=C(C(CCC1)(C)C)C=CC(=CC=CC(=CC(=O)O)C)C. Drug 2: CC=C1C(=O)NC(C(=O)OC2CC(=O)NC(C(=O)NC(CSSCCC=C2)C(=O)N1)C(C)C)C(C)C. Cell line: LOX IMVI. Synergy scores: CSS=22.3, Synergy_ZIP=0.224, Synergy_Bliss=-1.53, Synergy_Loewe=-64.4, Synergy_HSA=-3.38.